Dataset: Forward reaction prediction with 1.9M reactions from USPTO patents (1976-2016). Task: Predict the product of the given reaction. (1) Given the reactants [CH2:1]([O:3][C:4](=[O:14])[CH2:5][C:6]1[CH:11]=[CH:10][CH:9]=[C:8]([C:12]#[N:13])[CH:7]=1)[CH3:2].Cl.O1CCOCC1, predict the reaction product. The product is: [CH2:1]([O:3][C:4](=[O:14])[CH2:5][C:6]1[CH:11]=[CH:10][CH:9]=[C:8]([CH2:12][NH2:13])[CH:7]=1)[CH3:2]. (2) Given the reactants [CH3:1][O:2][CH:3]1[CH:8]([NH:9][C:10]([C:12]2[CH:17]=[CH:16][CH:15]=[CH:14][CH:13]=2)=[O:11])[CH2:7][CH2:6][N:5](C(OC(C)(C)C)=O)[CH2:4]1.[OH-].[Na+], predict the reaction product. The product is: [CH3:1][O:2][CH:3]1[CH:8]([NH:9][C:10](=[O:11])[C:12]2[CH:17]=[CH:16][CH:15]=[CH:14][CH:13]=2)[CH2:7][CH2:6][NH:5][CH2:4]1.